This data is from Full USPTO retrosynthesis dataset with 1.9M reactions from patents (1976-2016). The task is: Predict the reactants needed to synthesize the given product. (1) Given the product [CH:27]([N:19]([C:16]1[S:15][C:14]([C:5]2[N:6]=[C:7]([C:8]3[CH:13]=[CH:12][CH:11]=[CH:10][CH:9]=3)[C:2]3[N:3]([CH:31]=[CH:32][N:1]=3)[CH:4]=2)=[N:18][CH:17]=1)[C:20](=[O:26])[O:21][C:22]([CH3:23])([CH3:24])[CH3:25])([CH3:29])[CH3:28], predict the reactants needed to synthesize it. The reactants are: [NH2:1][C:2]1[N:3]=[CH:4][C:5]([C:14]2[S:15][C:16]([N:19]([CH:27]([CH3:29])[CH3:28])[C:20](=[O:26])[O:21][C:22]([CH3:25])([CH3:24])[CH3:23])=[CH:17][N:18]=2)=[N:6][C:7]=1[C:8]1[CH:13]=[CH:12][CH:11]=[CH:10][CH:9]=1.Cl[CH2:31][CH:32]=O. (2) Given the product [Cl:1][C:2]1[CH:28]=[CH:27][CH:26]=[C:25]([Cl:29])[C:3]=1[C:4]([NH:6][C@H:7]([C:21]([OH:23])=[O:22])[CH2:8][C:9]1[CH:10]=[CH:11][C:12]([C:15]2[CH2:16][CH2:17][N:18]([C:38]([NH:37][C:32]3[CH:33]=[CH:34][CH:35]=[CH:36][C:31]=3[F:30])=[O:39])[CH2:19][CH:20]=2)=[CH:13][CH:14]=1)=[O:5], predict the reactants needed to synthesize it. The reactants are: [Cl:1][C:2]1[CH:28]=[CH:27][CH:26]=[C:25]([Cl:29])[C:3]=1[C:4]([NH:6][C@H:7]([C:21]([O:23]C)=[O:22])[CH2:8][C:9]1[CH:14]=[CH:13][C:12]([C:15]2[CH2:16][CH2:17][NH:18][CH2:19][CH:20]=2)=[CH:11][CH:10]=1)=[O:5].[F:30][C:31]1[CH:36]=[CH:35][CH:34]=[CH:33][C:32]=1[N:37]=[C:38]=[O:39].O.[OH-].[Li+]. (3) Given the product [Cl:1][C:2]1[N:7]=[C:6]([NH:20][C:17]2[CH:16]=[C:15]([CH:12]3[CH2:14][CH2:13]3)[NH:19][N:18]=2)[C:5]([N+:9]([O-:11])=[O:10])=[CH:4][N:3]=1, predict the reactants needed to synthesize it. The reactants are: [Cl:1][C:2]1[N:7]=[C:6](Cl)[C:5]([N+:9]([O-:11])=[O:10])=[CH:4][N:3]=1.[CH:12]1([C:15]2[NH:19][N:18]=[C:17]([NH2:20])[CH:16]=2)[CH2:14][CH2:13]1.C(N(C(C)C)CC)(C)C.